Dataset: Reaction yield outcomes from USPTO patents with 853,638 reactions. Task: Predict the reaction yield, written as a fraction of the theoretical maximum amount of product (1.0 means a 100% yield; for example, 0.34 means a 34% yield). (1) The reactants are [C:1]([Si:5]([O:8][CH:9]1[CH2:14][CH2:13][CH:12]([O:15][C:16]2[CH:21]=[CH:20][C:19]([Cl:22])=[CH:18][C:17]=2[N+:23]([O-])=O)[CH2:11][CH2:10]1)([CH3:7])[CH3:6])([CH3:4])([CH3:3])[CH3:2].C(=O)(O)[O-].[Na+]. The catalyst is C(O)C.CCCCCC. The product is [C:1]([Si:5]([CH3:7])([CH3:6])[O:8][CH:9]1[CH2:14][CH2:13][CH:12]([O:15][C:16]2[CH:21]=[CH:20][C:19]([Cl:22])=[CH:18][C:17]=2[NH2:23])[CH2:11][CH2:10]1)([CH3:4])([CH3:3])[CH3:2].[NH2:23][C:17]1[CH:18]=[C:19]([Cl:22])[CH:20]=[CH:21][C:16]=1[O:15][CH:12]1[CH2:13][CH2:14][CH:9]([OH:8])[CH2:10][CH2:11]1. The yield is 0.420. (2) The reactants are CN(C(ON1N=NC2C=CC=NC1=2)=[N+](C)C)C.F[P-](F)(F)(F)(F)F.[F:25][C:26]1[CH:27]=[C:28]([NH:37][C:38]([C@@H:40]2[NH:49][CH2:48][CH2:47][C:46]3[N:45]=[C:44]([O:50][CH3:51])[CH:43]=[CH:42][C:41]2=3)=[O:39])[CH:29]=[C:30]([F:36])[C:31]=1[Si:32]([CH3:35])([CH3:34])[CH3:33].CCN(C(C)C)C(C)C.[C@H:61]1([C:68](O)=[O:69])[CH2:64][C@@H:63]([C:65]([OH:67])=[O:66])[CH2:62]1.C(=O)([O-])O.[Na+]. The catalyst is CN(C=O)C.O.C(#N)C. The product is [F:36][C:30]1[CH:29]=[C:28]([NH:37][C:38]([C@@H:40]2[N:49]([C:68]([C@@H:61]3[CH2:64][C@H:63]([C:65]([OH:67])=[O:66])[CH2:62]3)=[O:69])[CH2:48][CH2:47][C:46]3[N:45]=[C:44]([O:50][CH3:51])[CH:43]=[CH:42][C:41]2=3)=[O:39])[CH:27]=[C:26]([F:25])[C:31]=1[Si:32]([CH3:35])([CH3:34])[CH3:33]. The yield is 0.385. (3) The reactants are Cl.[CH3:2][NH:3][CH3:4].C[Al](C)C.[Cl:9][C:10]1[CH:11]=[C:12]([C:16]2[C:29]([CH3:30])=[C:28]([C:31]#[N:32])[C:19]3[N:20]=[C:21]([C:23]([O:25]CC)=O)[O:22][C:18]=3[C:17]=2[F:33])[CH:13]=[CH:14][CH:15]=1.Cl. The catalyst is ClCCl. The product is [Cl:9][C:10]1[CH:11]=[C:12]([C:16]2[C:29]([CH3:30])=[C:28]([C:31]#[N:32])[C:19]3[N:20]=[C:21]([C:23]([N:3]([CH3:4])[CH3:2])=[O:25])[O:22][C:18]=3[C:17]=2[F:33])[CH:13]=[CH:14][CH:15]=1. The yield is 0.800. (4) The reactants are [O:1]1[CH2:6][CH2:5][CH2:4][CH2:3][CH:2]1[N:7]1[CH:15]=[N:14][C:13]2[C:8]1=[N:9][CH:10]=[N:11][C:12]=2[O:16][C:17]1[CH:22]=[CH:21][C:20]([NH2:23])=[CH:19][CH:18]=1.[C:24]1([CH2:30][C:31]([N:33]=[C:34]=[S:35])=[O:32])[CH:29]=[CH:28][CH:27]=[CH:26][CH:25]=1. The catalyst is C(Cl)Cl. The product is [C:24]1([CH2:30][C:31]([NH:33][C:34]([NH:23][C:20]2[CH:21]=[CH:22][C:17]([O:16][C:12]3[N:11]=[CH:10][N:9]=[C:8]4[C:13]=3[N:14]=[CH:15][N:7]4[CH:2]3[CH2:3][CH2:4][CH2:5][CH2:6][O:1]3)=[CH:18][CH:19]=2)=[S:35])=[O:32])[CH:29]=[CH:28][CH:27]=[CH:26][CH:25]=1. The yield is 0.250. (5) The reactants are C[O:2][C:3](=O)[CH2:4][C:5]1[N:6]([CH2:11][CH3:12])[N:7]=[C:8]([CH3:10])[CH:9]=1.CO.[NH3:16]. No catalyst specified. The product is [CH2:11]([N:6]1[C:5]([CH2:4][C:3]([NH2:16])=[O:2])=[CH:9][C:8]([CH3:10])=[N:7]1)[CH3:12]. The yield is 1.00. (6) The reactants are [F-].C([N+](CCCC)(CCCC)CCCC)CCC.[Si]([O:26][C:27]1[C:35]2[N:34]=[C:33]([CH:36]([F:38])[F:37])[N:32]([C:39]3[N:44]=[C:43]([N:45]4[CH2:49][CH2:48][CH2:47][CH:46]4[CH2:50][OH:51])[CH:42]=[C:41]([N:52]4[CH2:57][CH2:56][O:55][CH2:54][CH2:53]4)[N:40]=3)[C:31]=2[CH:30]=[CH:29][CH:28]=1)(C(C)(C)C)(C)C.O. The catalyst is C1COCC1. The product is [F:38][CH:36]([F:37])[C:33]1[N:32]([C:39]2[N:44]=[C:43]([N:45]3[CH2:49][CH2:48][CH2:47][CH:46]3[CH2:50][OH:51])[CH:42]=[C:41]([N:52]3[CH2:53][CH2:54][O:55][CH2:56][CH2:57]3)[N:40]=2)[C:31]2[CH:30]=[CH:29][CH:28]=[C:27]([OH:26])[C:35]=2[N:34]=1. The yield is 0.600. (7) The reactants are C1CO[C:3]2([CH2:8][CH2:7][CH2:6][C:5]([CH2:15][O:16][CH2:17][C:18]3[CH:23]=[C:22]([C:24]([F:27])([F:26])[F:25])[CH:21]=[C:20]([C:28]([F:31])([F:30])[F:29])[CH:19]=3)([C:9]3[CH:14]=[CH:13][CH:12]=[CH:11][CH:10]=3)[CH2:4]2)[O:2]1.Cl.C(=O)(O)[O-].[Na+].ClCCl. The catalyst is CC(C)=O. The product is [F:25][C:24]([F:26])([F:27])[C:22]1[CH:23]=[C:18]([CH:19]=[C:20]([C:28]([F:31])([F:30])[F:29])[CH:21]=1)[CH2:17][O:16][CH2:15][C:5]1([C:9]2[CH:14]=[CH:13][CH:12]=[CH:11][CH:10]=2)[CH2:6][CH2:7][CH2:8][C:3](=[O:2])[CH2:4]1. The yield is 0.920. (8) The reactants are Cl[C:2]1[CH:11]=[CH:10][C:5]([C:6]([O:8][CH3:9])=[O:7])=[C:4]([NH:12][CH2:13][CH2:14][C:15]2[CH:20]=[CH:19][CH:18]=[C:17]([F:21])[CH:16]=2)[N:3]=1.[Cl-].[C:23]([C:25]1[CH:30]=[CH:29][CH:28]=[CH:27][C:26]=1B(O)O)#[N:24].C([O-])([O-])=O.[K+].[K+]. The yield is 0.820. The catalyst is C1C=CC(P(C2C=CC=CC=2)[C-]2C=CC=C2)=CC=1.C1C=CC(P(C2C=CC=CC=2)[C-]2C=CC=C2)=CC=1.Cl[Pd]Cl.[Fe+2].CN(C=O)C. The product is [C:23]([C:25]1[CH:30]=[CH:29][CH:28]=[CH:27][C:26]=1[C:2]1[CH:11]=[CH:10][C:5]([C:6]([O:8][CH3:9])=[O:7])=[C:4]([NH:12][CH2:13][CH2:14][C:15]2[CH:20]=[CH:19][CH:18]=[C:17]([F:21])[CH:16]=2)[N:3]=1)#[N:24]. (9) The reactants are C([N:8]1[CH2:12][CH:11]2[C:13](=[O:16])[CH2:14][CH2:15][CH:10]2[CH2:9]1)C1C=CC=CC=1.Cl[C:18]([O:20][CH2:21][C:22]1[CH:27]=[CH:26][CH:25]=[CH:24][CH:23]=1)=[O:19]. The catalyst is ClCCl. The product is [CH2:21]([O:20][C:18]([N:8]1[CH2:12][CH:11]2[C:13](=[O:16])[CH2:14][CH2:15][CH:10]2[CH2:9]1)=[O:19])[C:22]1[CH:27]=[CH:26][CH:25]=[CH:24][CH:23]=1. The yield is 0.510. (10) The reactants are Br[CH:2]([C:19]1[CH:24]=[CH:23][N:22]=[C:21]([Cl:25])[N:20]=1)[C:3]([C:5]1[C:6]([F:18])=[C:7]([NH:11][C:12](=[O:17])[O:13][CH2:14][CH:15]=[CH2:16])[CH:8]=[CH:9][CH:10]=1)=O.[CH3:26][C:27]([CH3:32])([CH3:31])[C:28]([NH2:30])=[O:29].O. The catalyst is CC(N(C)C)=O. The product is [Cl:25][C:21]1[N:20]=[C:19]([C:2]2[O:29][C:28]([C:27]([CH3:32])([CH3:31])[CH3:26])=[N:30][C:3]=2[C:5]2[C:6]([F:18])=[C:7]([NH:11][C:12](=[O:17])[O:13][CH2:14][CH:15]=[CH2:16])[CH:8]=[CH:9][CH:10]=2)[CH:24]=[CH:23][N:22]=1. The yield is 0.190.